This data is from Reaction yield outcomes from USPTO patents with 853,638 reactions. The task is: Predict the reaction yield, written as a fraction of the theoretical maximum amount of product (1.0 means a 100% yield; for example, 0.34 means a 34% yield). The reactants are [Br:1][C:2]1[CH:7]=[CH:6][C:5]([CH2:8][CH2:9][CH2:10][C:11](NC2C=CC(S(CC)(=O)=O)=C(C#N)C=2)=[O:12])=[C:4](C)[CH:3]=1.[NH2:28][C:29]1[CH:30]=[CH:31][C:32]([S:37]([C:40]([CH3:43])([CH3:42])[CH3:41])(=[O:39])=[O:38])=[C:33]([CH:36]=1)[C:34]#[N:35].BrC1C=CC(CCCC(Cl)=O)=CC=1. No catalyst specified. The product is [Br:1][C:2]1[CH:3]=[CH:4][C:5]([CH2:8][CH2:9][CH2:10][C:11]([NH:28][C:29]2[CH:30]=[CH:31][C:32]([S:37]([C:40]([CH3:43])([CH3:42])[CH3:41])(=[O:39])=[O:38])=[C:33]([C:34]#[N:35])[CH:36]=2)=[O:12])=[CH:6][CH:7]=1. The yield is 1.00.